Dataset: Forward reaction prediction with 1.9M reactions from USPTO patents (1976-2016). Task: Predict the product of the given reaction. Given the reactants [F:1][C:2]([F:14])([O:6][C:7]1[CH:12]=[CH:11][C:10]([F:13])=[CH:9][CH:8]=1)[C:3]([OH:5])=O.C(Cl)(=O)C(Cl)=O.Cl.[CH3:22][NH:23][O:24][CH3:25], predict the reaction product. The product is: [F:14][C:2]([F:1])([O:6][C:7]1[CH:12]=[CH:11][C:10]([F:13])=[CH:9][CH:8]=1)[C:3]([N:23]([O:24][CH3:25])[CH3:22])=[O:5].